This data is from Full USPTO retrosynthesis dataset with 1.9M reactions from patents (1976-2016). The task is: Predict the reactants needed to synthesize the given product. (1) Given the product [CH2:1]([C@H:8]([NH:11][C:12]1[N:20]=[C:19]([Cl:21])[N:18]=[C:17]2[C:13]=1[N:14]=[CH:15][N:16]2[C@@H:22]1[CH2:26][C@H:25]([NH:27][C:28](=[O:29])[CH2:30][OH:31])[C@@H:24]([OH:35])[C@H:23]1[OH:36])[CH2:9][OH:10])[C:2]1[CH:3]=[CH:4][CH:5]=[CH:6][CH:7]=1, predict the reactants needed to synthesize it. The reactants are: [CH2:1]([C@H:8]([NH:11][C:12]1[N:20]=[C:19]([Cl:21])[N:18]=[C:17]2[C:13]=1[N:14]=[CH:15][N:16]2[C@@H:22]1[CH2:26][C@H:25]([NH:27][C:28]([CH2:30][O:31]C(=O)C)=[O:29])[C@@H:24]([OH:35])[C@H:23]1[OH:36])[CH2:9][OH:10])[C:2]1[CH:7]=[CH:6][CH:5]=[CH:4][CH:3]=1.C(=O)([O-])[O-].[K+].[K+]. (2) The reactants are: [NH2:1][C:2]1[C:3]([C:7]2[N:8]([CH2:30][CH3:31])[C:9]3[C:14]([O:15][CH2:16][C@H:17]4[O:22][CH2:21][CH2:20][NH:19][CH2:18]4)=[CH:13][N:12]=[C:11]([C:23]#[C:24][C:25]([CH3:28])([OH:27])[CH3:26])[C:10]=3[N:29]=2)=[N:4][O:5][N:6]=1.C=O.[C:34](O)(=O)C.C(O[BH-](OC(=O)C)OC(=O)C)(=O)C.[Na+]. Given the product [NH2:1][C:2]1[C:3]([C:7]2[N:8]([CH2:30][CH3:31])[C:9]3[C:14]([O:15][CH2:16][C@H:17]4[O:22][CH2:21][CH2:20][N:19]([CH3:34])[CH2:18]4)=[CH:13][N:12]=[C:11]([C:23]#[C:24][C:25]([CH3:26])([OH:27])[CH3:28])[C:10]=3[N:29]=2)=[N:4][O:5][N:6]=1, predict the reactants needed to synthesize it. (3) The reactants are: [Na].[CH3:2][C:3]([CH3:8])([CH3:7])[C:4](=O)[CH3:5].[CH2:9]([O:11][C:12](=[O:18])[C:13](OCC)=O)[CH3:10].C(O)(=O)C.O.[NH2:24][NH2:25]. Given the product [C:3]([C:4]1[CH:5]=[C:13]([C:12]([O:11][CH2:9][CH3:10])=[O:18])[NH:25][N:24]=1)([CH3:8])([CH3:7])[CH3:2], predict the reactants needed to synthesize it. (4) Given the product [CH3:30][O:31][CH2:32][C@H:33]([N:40]([CH2:41][C:42]1[CH:43]=[CH:44][C:45]([C:46]([O:48][CH3:49])=[O:47])=[CH:50][CH:51]=1)[C:21]([C@@H:20]1[CH2:19][C:18]2[C:13](=[CH:14][CH:15]=[CH:16][CH:17]=2)[CH2:12][N:11]1[C:9]([O:8][CH2:1][C:2]1[CH:7]=[CH:6][CH:5]=[CH:4][CH:3]=1)=[O:10])=[O:22])[C:34]1[CH:35]=[CH:36][CH:37]=[CH:38][CH:39]=1, predict the reactants needed to synthesize it. The reactants are: [CH2:1]([O:8][C:9]([N:11]1[C@H:20]([C:21](O)=[O:22])[CH2:19][C:18]2[C:13](=[CH:14][CH:15]=[CH:16][CH:17]=2)[CH2:12]1)=[O:10])[C:2]1[CH:7]=[CH:6][CH:5]=[CH:4][CH:3]=1.C(Cl)(=O)C(Cl)=O.[CH3:30][O:31][CH2:32][C@H:33]([NH:40][CH2:41][C:42]1[CH:51]=[CH:50][C:45]([C:46]([O:48][CH3:49])=[O:47])=[CH:44][CH:43]=1)[C:34]1[CH:39]=[CH:38][CH:37]=[CH:36][CH:35]=1.CCN(C(C)C)C(C)C. (5) Given the product [Br:1][C:2]1[CH:3]=[C:4]([C@H:8]([N:10]([CH3:17])[C:11](=[O:13])[CH3:12])[CH3:9])[CH:5]=[N:6][CH:7]=1, predict the reactants needed to synthesize it. The reactants are: [Br:1][C:2]1[CH:3]=[C:4]([C@H:8]([NH:10][C:11](=[O:13])[CH3:12])[CH3:9])[CH:5]=[N:6][CH:7]=1.[H-].[Na+].I[CH3:17]. (6) Given the product [CH3:9][O:8][C:5]1[N:4]=[CH:3][C:2]([C:15]#[C:14][Si:11]([CH3:13])([CH3:12])[CH3:10])=[CH:7][N:6]=1, predict the reactants needed to synthesize it. The reactants are: Br[C:2]1[CH:3]=[N:4][C:5]([O:8][CH3:9])=[N:6][CH:7]=1.[CH3:10][Si:11]([CH2:14][CH3:15])([CH3:13])[CH3:12].C(N(CC)CC)C.